Task: Predict the reaction yield, written as a fraction of the theoretical maximum amount of product (1.0 means a 100% yield; for example, 0.34 means a 34% yield).. Dataset: Reaction yield outcomes from USPTO patents with 853,638 reactions (1) The reactants are [NH2:1][C:2]1[O:6][N:5]=[C:4]([CH3:7])[C:3]=1[Br:8].[H-].[Na+].[C:11]([C:15]1[CH:20]=[CH:19][C:18]([S:21](Cl)(=[O:23])=[O:22])=[CH:17][CH:16]=1)([CH3:14])([CH3:13])[CH3:12].Cl. The catalyst is C1COCC1.O.CO. The product is [C:11]([C:15]1[CH:20]=[CH:19][C:18]([S:21]([NH:1][C:2]2[O:6][N:5]=[C:4]([CH3:7])[C:3]=2[Br:8])(=[O:23])=[O:22])=[CH:17][CH:16]=1)([CH3:14])([CH3:12])[CH3:13]. The yield is 0.210. (2) The reactants are [CH:1]1[C:13]2[NH:12][C:11]3[C:6](=[CH:7][CH:8]=[CH:9][CH:10]=3)[C:5]=2[CH:4]=[C:3]([C:14]([O:16]CC)=O)[N:2]=1.[H-].[Na+].[F:21][C:22]1[CH:29]=[CH:28][C:25]([CH2:26]Br)=[CH:24][CH:23]=1.[NH2:30][OH:31]. The catalyst is CN(C=O)C.CO.O. The product is [F:21][C:22]1[CH:29]=[CH:28][C:25]([CH2:26][N:12]2[C:13]3[CH:1]=[N:2][C:3]([C:14]([NH:30][OH:31])=[O:16])=[CH:4][C:5]=3[C:6]3[C:11]2=[CH:10][CH:9]=[CH:8][CH:7]=3)=[CH:24][CH:23]=1. The yield is 0.390. (3) The reactants are I[C:2]1[C:10]2[C:5](=[CH:6][CH:7]=[C:8]([NH:11][C:12](=[O:25])[CH:13]([N:19]3[CH2:24][CH2:23][CH2:22][CH2:21][CH2:20]3)[C:14]3[CH:18]=[CH:17][S:16][CH:15]=3)[CH:9]=2)[NH:4][N:3]=1.CC1(C)C(C)(C)OB([C:34]2[CH:39]=[CH:38][C:37]([N:40]3[CH2:45][CH2:44][CH:43]([OH:46])[CH2:42][CH2:41]3)=[CH:36][CH:35]=2)O1.C([O-])([O-])=O.[Na+].[Na+]. The yield is 0.430. The catalyst is C1(C)C=CC=CC=1.CCO.CCOC(C)=O.C1C=CC([P]([Pd]([P](C2C=CC=CC=2)(C2C=CC=CC=2)C2C=CC=CC=2)([P](C2C=CC=CC=2)(C2C=CC=CC=2)C2C=CC=CC=2)[P](C2C=CC=CC=2)(C2C=CC=CC=2)C2C=CC=CC=2)(C2C=CC=CC=2)C2C=CC=CC=2)=CC=1. The product is [OH:46][CH:43]1[CH2:44][CH2:45][N:40]([C:37]2[CH:38]=[CH:39][C:34]([C:2]3[C:10]4[C:5](=[CH:6][CH:7]=[C:8]([NH:11][C:12](=[O:25])[CH:13]([N:19]5[CH2:24][CH2:23][CH2:22][CH2:21][CH2:20]5)[C:14]5[CH:18]=[CH:17][S:16][CH:15]=5)[CH:9]=4)[NH:4][N:3]=3)=[CH:35][CH:36]=2)[CH2:41][CH2:42]1.